This data is from Catalyst prediction with 721,799 reactions and 888 catalyst types from USPTO. The task is: Predict which catalyst facilitates the given reaction. (1) Product: [C:28]([C:25]1[O:24][C:23]([C:10]2[CH:9]=[C:8]([OH:7])[CH:13]=[CH:12][C:11]=2[C:14]2[CH:19]=[C:18]([O:20][CH3:21])[CH:17]=[CH:16][C:15]=2[F:22])=[N:27][N:26]=1)([CH3:31])([CH3:29])[CH3:30]. The catalyst class is: 92. Reactant: C([O:7][C:8]1[CH:13]=[CH:12][C:11]([C:14]2[CH:19]=[C:18]([O:20][CH3:21])[CH:17]=[CH:16][C:15]=2[F:22])=[C:10]([C:23]2[O:24][C:25]([C:28]([CH3:31])([CH3:30])[CH3:29])=[N:26][N:27]=2)[CH:9]=1)(=O)C(C)(C)C.[OH-].[Na+].O.Cl. (2) Reactant: C(O)CCC.[NH2:6][C:7]1[CH:8]=[C:9]2[C:14](=[CH:15][CH:16]=1)[CH2:13][N:12](C(OC(C)(C)C)=O)[CH2:11][CH2:10]2.[Cl:24][C:25]1[O:26][C:27]2[CH:33]=[CH:32][CH:31]=[CH:30][C:28]=2[N:29]=1. Product: [ClH:24].[O:26]1[C:27]2[CH:33]=[CH:32][CH:31]=[CH:30][C:28]=2[N:29]=[C:25]1[NH:6][C:7]1[CH:8]=[C:9]2[C:14](=[CH:15][CH:16]=1)[CH2:13][NH:12][CH2:11][CH2:10]2. The catalyst class is: 13. (3) Reactant: C(O[C:9]([NH:11][C:12]1[CH:20]=[C:19]2[C:15]([C:16]3[C:24]([C:25]4[CH:30]=[CH:29][CH:28]=[CH:27][C:26]=4[F:31])=[CH:23][N:22]=[C:21]([C:32]([OH:34])=O)[C:17]=3[NH:18]2)=[CH:14][CH:13]=1)=[O:10])C1C=CC=CC=1.[Cl-].[NH4+].C([NH:40]C(C)C)(C)C.F[P-](F)(F)(F)(F)F.[N:51]1(O[P+](N(C)C)(N(C)C)N(C)C)[C:55]2C=[CH:57][CH:58]=[CH:59][C:54]=2N=N1.CN1CCOCC1. Product: [F:31][C:26]1[CH:27]=[CH:28][CH:29]=[CH:30][C:25]=1[C:24]1[C:16]2[C:15]3[C:19](=[CH:20][C:12]([NH:11][C:9](=[O:10])[C:59]4[CH:58]=[CH:57][N:51]=[CH:55][CH:54]=4)=[CH:13][CH:14]=3)[NH:18][C:17]=2[C:21]([C:32]([NH2:40])=[O:34])=[N:22][CH:23]=1. The catalyst class is: 18. (4) Reactant: [CH3:1][C:2]1[CH:7]=[CH:6][C:5]([SH:8])=[CH:4][CH:3]=1.[Br:9][C:10]1[CH:15]=[CH:14][CH:13]=[CH:12][C:11]=1Br.CC(C)([O-])C.[K+].[Cl-].[Na+]. Product: [C:2]1([CH3:1])[CH:7]=[CH:6][C:5]([S:8][C:11]2[CH:12]=[CH:13][CH:14]=[CH:15][C:10]=2[Br:9])=[CH:4][CH:3]=1. The catalyst class is: 13. (5) Reactant: Cl.Cl.[C:3](=[NH:11])([O:9][CH3:10])[CH2:4][C:5](=[NH:8])[O:6][CH3:7].C(N(CC)C(C)C)(C)C.[F:21][C:22]([F:28])([F:27])[CH2:23][C:24](Cl)=O. Product: [CH3:7][O:6][C:5]1[CH:4]=[C:3]([O:9][CH3:10])[N:11]=[C:24]([CH2:23][C:22]([F:28])([F:27])[F:21])[N:8]=1. The catalyst class is: 46. (6) Reactant: [NH2:1][C@H:2]([C:6]([NH:8][CH:9]([CH:18]([OH:31])[CH2:19][O:20][C:21]1[C:26]([F:27])=[C:25]([F:28])[CH:24]=[C:23]([F:29])[C:22]=1[F:30])[CH2:10][C:11]([O:13][C:14]([CH3:17])([CH3:16])[CH3:15])=[O:12])=[O:7])[CH:3]([CH3:5])[CH3:4].[C:32]([O:36][C:37]([CH2:39][N:40]1[C:48]2[C:43](=[CH:44][CH:45]=[CH:46][CH:47]=2)[CH:42]=[C:41]1[C:49](O)=[O:50])=[O:38])([CH3:35])([CH3:34])[CH3:33].CN1CCOCC1.C1C=CC2N(O)N=NC=2C=1.CCN=C=NCCCN(C)C. Product: [C:32]([O:36][C:37]([CH2:39][N:40]1[C:48]2[C:43](=[CH:44][CH:45]=[CH:46][CH:47]=2)[CH:42]=[C:41]1[C:49]([NH:1][C@H:2]([C:6]([NH:8][CH:9]([CH:18]([OH:31])[CH2:19][O:20][C:21]1[C:22]([F:30])=[C:23]([F:29])[CH:24]=[C:25]([F:28])[C:26]=1[F:27])[CH2:10][C:11]([O:13][C:14]([CH3:16])([CH3:17])[CH3:15])=[O:12])=[O:7])[CH:3]([CH3:5])[CH3:4])=[O:50])=[O:38])([CH3:35])([CH3:33])[CH3:34]. The catalyst class is: 2. (7) Reactant: [C:1]([CH2:3][CH2:4][C@H:5]([NH:7][C:8]([C:10]1[C:18]2[C:13](=[N:14][CH:15]=[C:16]([C:19]3[C:27]4[C:22](=[CH:23][C:24]([Cl:28])=[CH:25][CH:26]=4)[N:21]([CH3:29])[N:20]=3)[N:17]=2)[N:12](COCC[Si](C)(C)C)[CH:11]=1)=[O:9])[CH3:6])#[N:2].C(Cl)Cl.C(N)CN.O. Product: [C:1]([CH2:3][CH2:4][C@H:5]([NH:7][C:8]([C:10]1[C:18]2[C:13](=[N:14][CH:15]=[C:16]([C:19]3[C:27]4[C:22](=[CH:23][C:24]([Cl:28])=[CH:25][CH:26]=4)[N:21]([CH3:29])[N:20]=3)[N:17]=2)[NH:12][CH:11]=1)=[O:9])[CH3:6])#[N:2]. The catalyst class is: 67.